Dataset: Peptide-MHC class I binding affinity with 185,985 pairs from IEDB/IMGT. Task: Regression. Given a peptide amino acid sequence and an MHC pseudo amino acid sequence, predict their binding affinity value. This is MHC class I binding data. (1) The peptide sequence is FQPQNGQFT. The MHC is H-2-Db with pseudo-sequence H-2-Db. The binding affinity (normalized) is 0.278. (2) The peptide sequence is LIFHFFLFL. The MHC is HLA-A02:06 with pseudo-sequence HLA-A02:06. The binding affinity (normalized) is 0.267. (3) The peptide sequence is NPDIVIYQY. The MHC is HLA-B35:01 with pseudo-sequence HLA-B35:01. The binding affinity (normalized) is 0.589. (4) The peptide sequence is STHEANTMAMM. The MHC is HLA-B44:03 with pseudo-sequence HLA-B44:03. The binding affinity (normalized) is 0.0859. (5) The peptide sequence is FVATFRDMLL. The MHC is HLA-A02:01 with pseudo-sequence HLA-A02:01. The binding affinity (normalized) is 0.746. (6) The peptide sequence is VTFMWTNCR. The MHC is HLA-A03:01 with pseudo-sequence HLA-A03:01. The binding affinity (normalized) is 0.387. (7) The MHC is Mamu-B08 with pseudo-sequence Mamu-B08. The binding affinity (normalized) is 0.463. The peptide sequence is LRLTVWGTK.